Dataset: Reaction yield outcomes from USPTO patents with 853,638 reactions. Task: Predict the reaction yield, written as a fraction of the theoretical maximum amount of product (1.0 means a 100% yield; for example, 0.34 means a 34% yield). The reactants are [C:1]([C:4]1[CH:9]=[CH:8][CH:7]=[CH:6][C:5]=1[S:10][C:11]1[CH:19]=[C:18]([F:20])[CH:17]=[CH:16][C:12]=1[C:13](O)=[O:14])(O)=[O:2].S(C1C=CC=CC=1C(OC)=O)C1C=CC=CC=1C(OC)=O. No catalyst specified. The product is [F:20][C:18]1[CH:17]=[CH:16][C:12]([CH2:13][OH:14])=[C:11]([S:10][C:5]2[CH:6]=[CH:7][CH:8]=[CH:9][C:4]=2[CH2:1][OH:2])[CH:19]=1. The yield is 0.750.